Dataset: Full USPTO retrosynthesis dataset with 1.9M reactions from patents (1976-2016). Task: Predict the reactants needed to synthesize the given product. (1) The reactants are: [Br:1][C:2]1[CH:10]=[C:9]2[C:5]([CH2:6][CH2:7][C:8]2=[O:11])=[CH:4][CH:3]=1.[C:12]([O:16]C)(=O)[CH:13]=[CH2:14].[K].[C:19]1(C)C=CC=C[CH:20]=1.[OH-].[K+]. Given the product [Br:1][C:2]1[CH:10]=[C:9]2[C:5]([CH2:6][C:7]3([CH2:14][CH2:13][C:12](=[O:16])[CH2:20][CH2:19]3)[C:8]2=[O:11])=[CH:4][CH:3]=1, predict the reactants needed to synthesize it. (2) Given the product [F:3][C:4]1[C:12]([C:13]2[C:21]3[C:20]([NH2:22])=[N:19][CH:18]=[N:17][C:16]=3[N:15]([CH3:23])[CH:14]=2)=[CH:11][CH:10]=[C:9]2[C:5]=1[CH2:6][CH2:7][N:8]2[C:31](=[O:32])[CH2:30][C:24]1[CH:29]=[CH:28][CH:27]=[CH:26][CH:25]=1, predict the reactants needed to synthesize it. The reactants are: Cl.Cl.[F:3][C:4]1[C:12]([C:13]2[C:21]3[C:20]([NH2:22])=[N:19][CH:18]=[N:17][C:16]=3[N:15]([CH3:23])[CH:14]=2)=[CH:11][CH:10]=[C:9]2[C:5]=1[CH2:6][CH2:7][NH:8]2.[C:24]1([CH2:30][C:31](O)=[O:32])[CH:29]=[CH:28][CH:27]=[CH:26][CH:25]=1.CN(C(ON1N=NC2C=CC=NC1=2)=[N+](C)C)C.F[P-](F)(F)(F)(F)F.CCN(C(C)C)C(C)C. (3) Given the product [F:8][C:7]1[C:2]([F:1])=[C:3]2[C:4]([C:13]([OH:15])=[C:12]([C:18]([O:20][CH2:21][CH3:22])=[O:19])[C:10](=[O:11])[C:9]2([CH3:23])[CH3:24])=[CH:5][CH:6]=1, predict the reactants needed to synthesize it. The reactants are: [F:1][C:2]1[C:7]([F:8])=[CH:6][CH:5]=[CH:4][C:3]=1[C:9]([CH3:24])([CH3:23])[C:10]([CH:12]([C:18]([O:20][CH2:21][CH3:22])=[O:19])[C:13]([O:15]CC)=O)=[O:11]. (4) The reactants are: Cl.[CH3:2][O:3][C:4]1[CH:5]=[C:6]2[C:10](=[CH:11][CH:12]=1)[NH:9][N:8]=[C:7]2[C:13]([NH:15][CH2:16][CH:17]1[CH2:22][CH2:21][NH:20][CH2:19][CH2:18]1)=[O:14].C(=O)([O-])[O-].[K+].[K+].Cl[CH2:30][C:31]1[S:32][CH:33]=[C:34]([C:36]([O:38][CH3:39])=[O:37])[N:35]=1. Given the product [CH3:2][O:3][C:4]1[CH:5]=[C:6]2[C:10](=[CH:11][CH:12]=1)[NH:9][N:8]=[C:7]2[C:13]([NH:15][CH2:16][CH:17]1[CH2:22][CH2:21][N:20]([CH2:30][C:31]2[S:32][CH:33]=[C:34]([C:36]([O:38][CH3:39])=[O:37])[N:35]=2)[CH2:19][CH2:18]1)=[O:14], predict the reactants needed to synthesize it. (5) Given the product [CH3:17][C:16]([CH3:19])([CH3:18])[CH2:15][NH:14][C:12]([C:9]1[CH:8]=[C:3]([C:4]([O:6][CH3:7])=[O:5])[C:2]([C:31]2[C:30]([CH3:36])=[C:29]([F:37])[CH:28]=[C:27]([C:25]([O:24][C:21]([CH3:23])([CH3:22])[CH3:20])=[O:26])[CH:32]=2)=[CH:11][CH:10]=1)=[O:13], predict the reactants needed to synthesize it. The reactants are: Br[C:2]1[CH:11]=[CH:10][C:9]([C:12]([NH:14][CH2:15][C:16]([CH3:19])([CH3:18])[CH3:17])=[O:13])=[CH:8][C:3]=1[C:4]([O:6][CH3:7])=[O:5].[CH3:20][C:21]([O:24][C:25]([C:27]1[CH:28]=[C:29]([F:37])[C:30]([CH3:36])=[C:31](B(O)O)[CH:32]=1)=[O:26])([CH3:23])[CH3:22].C(=O)([O-])[O-].[K+].[K+].C(O)(=O)C. (6) Given the product [CH2:32]([O:31][C:29](=[O:30])[C:28]1[CH:34]=[CH:35][CH:36]=[C:26]([NH:23][C:24]([NH:1][C:2]2[CH:22]=[CH:21][C:5]([CH2:6][O:7][C:8]3[CH:13]=[CH:12][C:11]([C:14](=[O:16])[CH3:15])=[C:10]([OH:17])[C:9]=3[CH2:18][CH2:19][CH3:20])=[CH:4][CH:3]=2)=[O:25])[CH:27]=1)[CH3:33], predict the reactants needed to synthesize it. The reactants are: [NH2:1][C:2]1[CH:22]=[CH:21][C:5]([CH2:6][O:7][C:8]2[CH:13]=[CH:12][C:11]([C:14](=[O:16])[CH3:15])=[C:10]([OH:17])[C:9]=2[CH2:18][CH2:19][CH3:20])=[CH:4][CH:3]=1.[N:23]([C:26]1[CH:27]=[C:28]([CH:34]=[CH:35][CH:36]=1)[C:29]([O:31][CH2:32][CH3:33])=[O:30])=[C:24]=[O:25]. (7) Given the product [C:7]1([S:4]([C:3]2([S:2][CH3:1])[CH2:20][C@@H:18]3[C@@:17]([C:22]4[C:31]5[C:26](=[CH:27][CH:28]=[CH:29][CH:30]=5)[CH:25]=[CH:24][CH:23]=4)([CH2:19]3)[CH2:16]2)(=[O:5])=[O:6])[CH:12]=[CH:11][CH:10]=[CH:9][CH:8]=1, predict the reactants needed to synthesize it. The reactants are: [CH3:1][S:2][CH2:3][S:4]([C:7]1[CH:12]=[CH:11][CH:10]=[CH:9][CH:8]=1)(=[O:6])=[O:5].[H-].[Na+].Br[CH2:16][C@:17]1([C:22]2[C:31]3[C:26](=[CH:27][CH:28]=[CH:29][CH:30]=3)[CH:25]=[CH:24][CH:23]=2)[CH2:19][CH:18]1[CH2:20]Br.C(OCC)(=O)C.CCCCCC.